Dataset: Reaction yield outcomes from USPTO patents with 853,638 reactions. Task: Predict the reaction yield, written as a fraction of the theoretical maximum amount of product (1.0 means a 100% yield; for example, 0.34 means a 34% yield). (1) The reactants are [H-].[H-].[H-].[H-].[Al+3].[Li+].[CH2:7]([C@@H:9]([C:17]1[CH:22]=[CH:21][CH:20]=[C:19]([O:23][CH2:24][C:25]2[CH:30]=[CH:29][CH:28]=[CH:27][CH:26]=2)[CH:18]=1)[C@@H:10]([CH3:16])[C:11]([N:13]([CH3:15])[CH3:14])=O)[CH3:8]. The catalyst is O1CCCC1. The product is [CH2:7]([C@@H:9]([C:17]1[CH:22]=[CH:21][CH:20]=[C:19]([O:23][CH2:24][C:25]2[CH:30]=[CH:29][CH:28]=[CH:27][CH:26]=2)[CH:18]=1)[C@@H:10]([CH3:16])[CH2:11][N:13]([CH3:15])[CH3:14])[CH3:8]. The yield is 0.930. (2) The reactants are [C:1]([O:5][C:6]([NH:8][C:9]1[C:13]2=[N:14][CH:15]=[C:16]([CH:18]([CH3:20])[CH3:19])[CH:17]=[C:12]2[O:11][C:10]=1[C:21]([O:23]CC)=[O:22])=[O:7])([CH3:4])([CH3:3])[CH3:2].[Li+].[OH-].C1COCC1.O. The catalyst is CO. The product is [C:1]([O:5][C:6]([NH:8][C:9]1[C:13]2=[N:14][CH:15]=[C:16]([CH:18]([CH3:19])[CH3:20])[CH:17]=[C:12]2[O:11][C:10]=1[C:21]([OH:23])=[O:22])=[O:7])([CH3:2])([CH3:4])[CH3:3]. The yield is 0.200. (3) The reactants are [Br:1][CH2:2][CH2:3][C:4]#[C:5][C:6]1[CH:11]=[CH:10][C:9]([CH2:12][CH2:13][CH2:14][CH3:15])=[CH:8][CH:7]=1.[N:16]1[CH:21]=[CH:20][CH:19]=[C:18]([CH3:22])[CH:17]=1. The catalyst is C(#N)C. The product is [Br-:1].[CH2:12]([C:9]1[CH:10]=[CH:11][C:6]([C:5]#[C:4][CH2:3][CH2:2][N+:16]2[CH:21]=[CH:20][CH:19]=[C:18]([CH3:22])[CH:17]=2)=[CH:7][CH:8]=1)[CH2:13][CH2:14][CH3:15]. The yield is 0.770. (4) The reactants are C1(C2C=CC=CC=2)C=CC(C2C=C(COS(C)(=O)=O)C(=O)N(CC(C)C)N=2)=CC=1.[F:30][C:31]1[CH:36]=[CH:35][C:34]([C:37]2[CH:38]=[C:39]([C:48]([O:50]C)=[O:49])[C:40](=[O:47])[N:41]([CH2:43][CH:44]([CH3:46])[CH3:45])[N:42]=2)=[CH:33][C:32]=1[CH3:52]. No catalyst specified. The product is [C:48]([C:39]1[C:40](=[O:47])[N:41]([CH2:43][CH:44]([CH3:45])[CH3:46])[N:42]=[C:37]([C:34]2[CH:35]=[CH:36][C:31]([F:30])=[C:32]([CH3:52])[CH:33]=2)[CH:38]=1)([OH:50])=[O:49]. The yield is 0.900. (5) The reactants are [CH3:1][C:2]1([CH3:14])[C:6]([CH3:8])([CH3:7])[O:5][B:4]([C:9]2[CH:10]=[N:11][NH:12][CH:13]=2)[O:3]1.CS(O[CH:20]1[CH2:25][CH2:24][O:23][CH2:22][CH2:21]1)(=O)=O.C([O-])([O-])=O.[Cs+].[Cs+]. The product is [O:23]1[CH2:24][CH2:25][CH:20]([N:12]2[CH:13]=[C:9]([B:4]3[O:5][C:6]([CH3:7])([CH3:8])[C:2]([CH3:14])([CH3:1])[O:3]3)[CH:10]=[N:11]2)[CH2:21][CH2:22]1. The yield is 0.164. The catalyst is CN(C)C=O.O. (6) The catalyst is C1COCC1. The reactants are [F:1][C:2]1[CH:7]=[CH:6][C:5]([F:8])=[CH:4][C:3]=1[C:9]1[CH:14]=[CH:13][C:12]([C:15](O)=[O:16])=[CH:11][C:10]=1[C:18]([O:20][CH3:21])=[O:19].B.C1COCC1. The yield is 0.870. The product is [F:1][C:2]1[CH:7]=[CH:6][C:5]([F:8])=[CH:4][C:3]=1[C:9]1[C:10]([C:18]([O:20][CH3:21])=[O:19])=[CH:11][C:12]([CH2:15][OH:16])=[CH:13][CH:14]=1.